Task: Predict the product of the given reaction.. Dataset: Forward reaction prediction with 1.9M reactions from USPTO patents (1976-2016) (1) Given the reactants Br[C:2]1[CH:9]=[CH:8][CH:7]=[CH:6][C:3]=1[C:4]#[N:5].[CH3:10][Si:11]([C:14]#[CH:15])([CH3:13])[CH3:12].C1(P(C2C=CC=CC=2)C2C=CC=CC=2)C=CC=CC=1.C(N(CC)CC)C, predict the reaction product. The product is: [CH3:10][Si:11]([CH3:13])([CH3:12])[C:14]#[C:15][C:2]1[CH:9]=[CH:8][CH:7]=[CH:6][C:3]=1[C:4]#[N:5]. (2) Given the reactants [CH3:1][O:2][C:3]([C@@H:5]1[CH2:9][C@@H:8]([S:10]([C:13]2[CH:18]=[CH:17][C:16]([F:19])=[CH:15][C:14]=2[C:20]([F:23])([F:22])[F:21])(=[O:12])=[O:11])[CH2:7][N:6]1[C:24](=S)[CH2:25][C:26](=O)[CH3:27])=[O:4].Cl.[CH:31]1([NH:35][NH2:36])[CH2:34][CH2:33][CH2:32]1, predict the reaction product. The product is: [CH3:1][O:2][C:3]([C@@H:5]1[CH2:9][C@@H:8]([S:10]([C:13]2[CH:18]=[CH:17][C:16]([F:19])=[CH:15][C:14]=2[C:20]([F:23])([F:22])[F:21])(=[O:11])=[O:12])[CH2:7][N:6]1[C:24]1[N:35]([CH:31]2[CH2:34][CH2:33][CH2:32]2)[N:36]=[C:26]([CH3:27])[CH:25]=1)=[O:4]. (3) Given the reactants [Br:1][C:2]1[CH:10]=[CH:9][C:5]([C:6](O)=[O:7])=[C:4]([CH2:11][CH3:12])[CH:3]=1.O=S(Cl)[Cl:15], predict the reaction product. The product is: [Br:1][C:2]1[CH:10]=[CH:9][C:5]([C:6]([Cl:15])=[O:7])=[C:4]([CH2:11][CH3:12])[CH:3]=1. (4) The product is: [O:1]1[C:5]2[CH:6]=[CH:7][C:8]([C:10](=[O:17])[CH2:11][CH2:12][CH2:13][C:14]([O:16][CH3:23])=[O:15])=[CH:9][C:4]=2[CH2:3][CH2:2]1. Given the reactants [O:1]1[C:5]2[CH:6]=[CH:7][C:8]([C:10](=[O:17])[CH2:11][CH2:12][CH2:13][C:14]([OH:16])=[O:15])=[CH:9][C:4]=2[CH2:3][CH2:2]1.S(=O)(=O)(O)O.[C:23](=O)([O-])O.[Na+], predict the reaction product. (5) Given the reactants [CH3:1][O:2][C:3]1[CH:4]=[C:5]2[C:10](=[CH:11][CH:12]=1)[CH:9]=[C:8](B(O)O)[CH:7]=[CH:6]2.[CH2:16]([OH:20])[CH2:17][CH2:18]O.[C:21]([O:24][CH2:25][CH3:26])(=O)C.S([O-])([O-])(=O)=O.[Mg+2], predict the reaction product. The product is: [OH:20][C:16]1[CH:17]=[CH:18][C:12]([C:3]([C:4]2[CH:26]=[C:25]([O:24][CH3:21])[CH:7]=[CH:6][C:5]=2[C:8]2[CH:7]=[CH:6][C:5]3[C:10](=[CH:11][CH:12]=[C:3]([O:2][CH3:1])[CH:4]=3)[CH:9]=2)=[O:2])=[CH:11][CH:10]=1.